This data is from Catalyst prediction with 721,799 reactions and 888 catalyst types from USPTO. The task is: Predict which catalyst facilitates the given reaction. (1) Reactant: [C:1]([C:3]1[CH:8]=[CH:7][C:6]([C:9]2[CH:14]=[CH:13][CH:12]=[C:11]([CH2:15][N:16]([CH3:28])[C:17](=[O:27])[CH2:18][NH:19][C:20](=[O:26])[O:21][C:22]([CH3:25])([CH3:24])[CH3:23])[CH:10]=2)=[CH:5][CH:4]=1)#[N:2].N. Product: [NH2:2][CH2:1][C:3]1[CH:4]=[CH:5][C:6]([C:9]2[CH:14]=[CH:13][CH:12]=[C:11]([CH2:15][N:16]([CH3:28])[C:17](=[O:27])[CH2:18][NH:19][C:20](=[O:26])[O:21][C:22]([CH3:24])([CH3:25])[CH3:23])[CH:10]=2)=[CH:7][CH:8]=1. The catalyst class is: 94. (2) Reactant: [NH2:1][CH2:2][CH2:3][O:4][C:5]1[CH:14]=[CH:13][CH:12]=[C:11]2[C:6]=1[C:7]([NH:15][C:16]1[CH:21]=[CH:20][C:19]([O:22][CH2:23][C:24]3[CH:29]=[CH:28][CH:27]=[CH:26][N:25]=3)=[C:18]([Cl:30])[CH:17]=1)=[N:8][CH:9]=[N:10]2.[OH:31][C@H:32]1[CH2:37][CH2:36][O:35][C:33]1=[O:34]. Product: [Cl:30][C:18]1[CH:17]=[C:16]([NH:15][C:7]2[C:6]3[C:11](=[CH:12][CH:13]=[CH:14][C:5]=3[O:4][CH2:3][CH2:2][NH:1][C:33](=[O:34])[C@@H:32]([OH:31])[CH2:37][CH2:36][OH:35])[N:10]=[CH:9][N:8]=2)[CH:21]=[CH:20][C:19]=1[O:22][CH2:23][C:24]1[CH:29]=[CH:28][CH:27]=[CH:26][N:25]=1. The catalyst class is: 113.